From a dataset of Forward reaction prediction with 1.9M reactions from USPTO patents (1976-2016). Predict the product of the given reaction. (1) The product is: [Cl:35][C:32]1[CH:33]=[CH:34][C:29]([C:26]2[S:27][CH:28]=[C:24]([CH2:23][S:22][C:4]3[C:5]([C:20]#[N:21])=[C:6]([C:10]4[CH:11]=[CH:12][C:13]([O:16][CH2:17][CH2:18][OH:19])=[CH:14][CH:15]=4)[C:7]([C:8]#[N:9])=[C:2]([N:40]4[CH2:41][CH2:42][CH2:43][C:38]([F:44])([F:37])[CH2:39]4)[N:3]=3)[N:25]=2)=[CH:30][CH:31]=1. Given the reactants Cl[C:2]1[C:7]([C:8]#[N:9])=[C:6]([C:10]2[CH:15]=[CH:14][C:13]([O:16][CH2:17][CH2:18][OH:19])=[CH:12][CH:11]=2)[C:5]([C:20]#[N:21])=[C:4]([S:22][CH2:23][C:24]2[N:25]=[C:26]([C:29]3[CH:34]=[CH:33][C:32]([Cl:35])=[CH:31][CH:30]=3)[S:27][CH:28]=2)[N:3]=1.Cl.[F:37][C:38]1([F:44])[CH2:43][CH2:42][CH2:41][NH:40][CH2:39]1.C(N(CC)CC)C, predict the reaction product. (2) The product is: [CH2:1]([C:9]1[CH:10]=[C:11]2[C:15](=[CH:16][CH:17]=1)[NH:14][CH2:13][CH2:12]2)[CH2:2][CH2:3][CH2:4][CH2:5][CH2:6][CH2:7][CH3:8]. Given the reactants [CH2:1]([C:9]1[CH:10]=[C:11]2[C:15](=[CH:16][CH:17]=1)[NH:14][CH:13]=[CH:12]2)[CH2:2][CH2:3][CH2:4][CH2:5][CH2:6][CH2:7][CH3:8], predict the reaction product.